Dataset: NCI-60 drug combinations with 297,098 pairs across 59 cell lines. Task: Regression. Given two drug SMILES strings and cell line genomic features, predict the synergy score measuring deviation from expected non-interaction effect. (1) Drug 1: C1=CC(=CC=C1C#N)C(C2=CC=C(C=C2)C#N)N3C=NC=N3. Drug 2: CCN(CC)CCNC(=O)C1=C(NC(=C1C)C=C2C3=C(C=CC(=C3)F)NC2=O)C. Cell line: SN12C. Synergy scores: CSS=1.58, Synergy_ZIP=-0.198, Synergy_Bliss=0.395, Synergy_Loewe=-11.0, Synergy_HSA=-10.2. (2) Drug 1: CN(C)C1=NC(=NC(=N1)N(C)C)N(C)C. Drug 2: CC=C1C(=O)NC(C(=O)OC2CC(=O)NC(C(=O)NC(CSSCCC=C2)C(=O)N1)C(C)C)C(C)C. Cell line: NCI-H460. Synergy scores: CSS=26.4, Synergy_ZIP=2.43, Synergy_Bliss=2.46, Synergy_Loewe=-48.9, Synergy_HSA=0.967. (3) Drug 1: CC1=C2C(C(=O)C3(C(CC4C(C3C(C(C2(C)C)(CC1OC(=O)C(C(C5=CC=CC=C5)NC(=O)C6=CC=CC=C6)O)O)OC(=O)C7=CC=CC=C7)(CO4)OC(=O)C)O)C)OC(=O)C. Drug 2: C(CN)CNCCSP(=O)(O)O. Cell line: RXF 393. Synergy scores: CSS=16.4, Synergy_ZIP=-9.92, Synergy_Bliss=-6.99, Synergy_Loewe=-33.2, Synergy_HSA=-6.20.